This data is from Catalyst prediction with 721,799 reactions and 888 catalyst types from USPTO. The task is: Predict which catalyst facilitates the given reaction. (1) Reactant: [O:1]1[C:5]2=[CH:6][N:7]=[CH:8][CH:9]=[C:4]2[CH:3]=[C:2]1[C:10]([OH:12])=O.Cl.[NH2:14][CH2:15][C:16]1[CH:21]=[CH:20][C:19]([S:22]([CH2:25][CH2:26][C:27]([O:29][CH3:30])=[O:28])(=[O:24])=[O:23])=[CH:18][CH:17]=1.CN1CCOCC1.C(Cl)CCl.C1C=CC2N(O)N=NC=2C=1. Product: [O:1]1[C:5]2=[CH:6][N:7]=[CH:8][CH:9]=[C:4]2[CH:3]=[C:2]1[C:10]([NH:14][CH2:15][C:16]1[CH:21]=[CH:20][C:19]([S:22]([CH2:25][CH2:26][C:27]([O:29][CH3:30])=[O:28])(=[O:24])=[O:23])=[CH:18][CH:17]=1)=[O:12]. The catalyst class is: 315. (2) Reactant: [CH2:1]([CH:8]([NH:14][S:15]([C:18]1[CH:23]=[CH:22][C:21]([Cl:24])=[CH:20][CH:19]=1)(=[O:17])=[O:16])[C:9](=[O:13])[CH2:10][CH2:11][CH3:12])[C:2]1[CH:7]=[CH:6][CH:5]=[CH:4][CH:3]=1.C([Mg]Br)#CC.O. The catalyst class is: 1. Product: [CH2:1]([C@@H:8]([NH:14][S:15]([C:18]1[CH:19]=[CH:20][C:21]([Cl:24])=[CH:22][CH:23]=1)(=[O:17])=[O:16])[C:9](=[O:13])[C:10]#[C:11][CH3:12])[C:2]1[CH:3]=[CH:4][CH:5]=[CH:6][CH:7]=1. (3) Reactant: [Cl:1][C:2]1[CH:10]=[CH:9][C:8]([C:11]2[C:12]([C@@H:23]([NH:33]C(=O)OC(C)(C)C)[CH2:24][C:25]3[CH:30]=[C:29]([F:31])[CH:28]=[C:27]([F:32])[CH:26]=3)=[N:13][C:14]([C:17]#[C:18][C:19]([OH:22])([CH3:21])[CH3:20])=[CH:15][CH:16]=2)=[C:7]2[C:3]=1[C:4]([NH:42][S:43]([CH3:46])(=O)=[O:44])=[N:5][N:6]2[CH3:41].FC(F)(F)C(O)=O. Product: [NH2:33][C@H:23]([C:12]1[C:11]([C:8]2[CH:9]=[CH:10][C:2]([Cl:1])=[C:3]3[C:7]=2[N:6]([CH3:41])[N:5]=[C:4]3[NH:42][S:43]([CH3:46])=[O:44])=[CH:16][CH:15]=[C:14]([C:17]#[C:18][C:19]([OH:22])([CH3:20])[CH3:21])[N:13]=1)[CH2:24][C:25]1[CH:26]=[C:27]([F:32])[CH:28]=[C:29]([F:31])[CH:30]=1. The catalyst class is: 2. (4) Reactant: Cl[C:2]1[N:3]=[CH:4][C:5]([C:8]([NH:10][C:11]2[CH:25]=[CH:24][C:14]3[CH2:15][CH2:16][N:17]([CH:20]4[CH2:23][CH2:22][CH2:21]4)[CH2:18][CH2:19][C:13]=3[CH:12]=2)=[O:9])=[N:6][CH:7]=1.[NH:26]1[CH2:31][CH2:30][O:29][CH2:28][CH2:27]1. Product: [CH:20]1([N:17]2[CH2:16][CH2:15][C:14]3[CH:24]=[CH:25][C:11]([NH:10][C:8]([C:5]4[CH:4]=[N:3][C:2]([N:26]5[CH2:31][CH2:30][O:29][CH2:28][CH2:27]5)=[CH:7][N:6]=4)=[O:9])=[CH:12][C:13]=3[CH2:19][CH2:18]2)[CH2:23][CH2:22][CH2:21]1. The catalyst class is: 7. (5) Reactant: [OH:1][C:2]1[CH:3]=[C:4]2[C:8](=[C:9]([N+:12]([O-:14])=[O:13])[C:10]=1[OH:11])[C:7](=[O:15])[CH2:6][CH2:5]2.[CH3:16][O:17][C:18]1[CH:19]=[C:20]([CH:23]=[CH:24][C:25]=1[O:26][CH3:27])[CH:21]=O.Cl. Product: [CH3:16][O:17][C:18]1[CH:19]=[C:20]([CH:23]=[CH:24][C:25]=1[O:26][CH3:27])[CH:21]=[C:6]1[CH2:5][C:4]2[C:8](=[C:9]([N+:12]([O-:14])=[O:13])[C:10]([OH:11])=[C:2]([OH:1])[CH:3]=2)[C:7]1=[O:15]. The catalyst class is: 5.